This data is from Catalyst prediction with 721,799 reactions and 888 catalyst types from USPTO. The task is: Predict which catalyst facilitates the given reaction. (1) Reactant: [F:1][C:2]1[CH:3]=[C:4]([C@@:12]([NH:27][C:28]([NH:30][C:31](=[O:38])[C:32]2[CH:37]=[CH:36][CH:35]=[CH:34][CH:33]=2)=[S:29])([C:20]2[CH:25]=[CH:24][C:23]([F:26])=[CH:22][CH:21]=2)[CH2:13][C:14]2[CH:19]=[CH:18][CH:17]=[CH:16][CH:15]=2)[CH:5]=[C:6]([C:8]([F:11])([F:10])[F:9])[CH:7]=1.I[CH3:40].O. Product: [C:31](/[N:30]=[C:28](\[S:29][CH3:40])/[NH:27][C@:12]([C:4]1[CH:5]=[C:6]([C:8]([F:9])([F:11])[F:10])[CH:7]=[C:2]([F:1])[CH:3]=1)([C:20]1[CH:25]=[CH:24][C:23]([F:26])=[CH:22][CH:21]=1)[CH2:13][C:14]1[CH:15]=[CH:16][CH:17]=[CH:18][CH:19]=1)(=[O:38])[C:32]1[CH:33]=[CH:34][CH:35]=[CH:36][CH:37]=1. The catalyst class is: 3. (2) Reactant: [C:1](#[N:4])[CH:2]=[CH2:3].N12CCCN=C1CCCCC2.[CH2:16]([N:23]1[C:27]2[CH:28]=[CH:29][C:30]3[N:31]([C:32]([CH3:35])=[N:33][N:34]=3)[C:26]=2[CH:25]=[C:24]1[C:36]1[NH:40][N:39]=[CH:38][CH:37]=1)[C:17]1[CH:22]=[CH:21][CH:20]=[CH:19][CH:18]=1. Product: [CH2:16]([N:23]1[C:27]2[CH:28]=[CH:29][C:30]3[N:31]([C:32]([CH3:35])=[N:33][N:34]=3)[C:26]=2[CH:25]=[C:24]1[C:36]1[CH:37]=[CH:38][N:39]([CH2:3][CH2:2][C:1]#[N:4])[N:40]=1)[C:17]1[CH:18]=[CH:19][CH:20]=[CH:21][CH:22]=1. The catalyst class is: 10. (3) Reactant: [F:1][C:2]1[CH:7]=[CH:6][C:5]([CH3:8])=[CH:4][C:3]=1[NH:9][C:10]([NH:12][C:13]1[CH:18]=[CH:17][C:16]([S:19][C:20]2[CH:25]=[CH:24][N:23]=[C:22]([C:26]3[NH:30][CH:29]=[C:28]([C:31]([O:33]C)=[O:32])[CH:27]=3)[CH:21]=2)=[CH:15][CH:14]=1)=[O:11].C1COCC1.CO.[OH-].[Na+].Cl. Product: [F:1][C:2]1[CH:7]=[CH:6][C:5]([CH3:8])=[CH:4][C:3]=1[NH:9][C:10]([NH:12][C:13]1[CH:18]=[CH:17][C:16]([S:19][C:20]2[CH:25]=[CH:24][N:23]=[C:22]([C:26]3[NH:30][CH:29]=[C:28]([C:31]([OH:33])=[O:32])[CH:27]=3)[CH:21]=2)=[CH:15][CH:14]=1)=[O:11]. The catalyst class is: 6. (4) Reactant: [N:1]1[CH:6]=[CH:5][CH:4]=[C:3]([CH2:7][CH:8]([C:14]([O:16]CC)=[O:15])[C:9]([O:11]CC)=[O:10])[CH:2]=1.[OH-].[K+].Cl. Product: [N:1]1[CH:6]=[CH:5][CH:4]=[C:3]([CH2:7][CH:8]([C:14]([OH:16])=[O:15])[C:9]([OH:11])=[O:10])[CH:2]=1. The catalyst class is: 38. (5) Reactant: [C:1]([O:5][C:6](=[O:16])[N:7]([C:9]1[CH:14]=[CH:13][CH:12]=[C:11]([NH2:15])[CH:10]=1)[CH3:8])([CH3:4])([CH3:3])[CH3:2].[Cl:17][C:18]1[N:23]=[C:22](Cl)[C:21]([F:25])=[CH:20][N:19]=1.CCN(C(C)C)C(C)C.CCCCCC.C(OCC)(=O)C. The catalyst class is: 729. Product: [Cl:17][C:18]1[N:23]=[C:22]([NH:15][C:11]2[CH:10]=[C:9]([N:7]([CH3:8])[C:6](=[O:16])[O:5][C:1]([CH3:4])([CH3:2])[CH3:3])[CH:14]=[CH:13][CH:12]=2)[C:21]([F:25])=[CH:20][N:19]=1. (6) Reactant: CI.[CH3:3][C:4]1([CH3:12])[NH:8][C:7](=[O:9])[C:6]([CH3:11])([CH3:10])[NH:5]1.[CH3:13]C(C)([O-])C.[K+]. Product: [CH3:3][C:4]1([CH3:12])[N:8]([CH3:13])[C:7](=[O:9])[C:6]([CH3:11])([CH3:10])[NH:5]1. The catalyst class is: 11. (7) Reactant: [NH2:1][C:2]1[CH:3]=[C:4]([NH:8][C:9](=[O:17])[C:10]2[CH:15]=[CH:14][CH:13]=[CH:12][C:11]=2[Br:16])[CH:5]=[CH:6][CH:7]=1.ClCCl.N1C=CC=CC=1.[C:27](Cl)(=[O:32])[CH2:28][CH:29]([CH3:31])[CH3:30]. Product: [Br:16][C:11]1[CH:12]=[CH:13][CH:14]=[CH:15][C:10]=1[C:9]([NH:8][C:4]1[CH:5]=[CH:6][CH:7]=[C:2]([NH:1][C:27](=[O:32])[CH2:28][CH:29]([CH3:31])[CH3:30])[CH:3]=1)=[O:17]. The catalyst class is: 13. (8) Product: [F:37][C:31]1[C:32]([F:36])=[CH:33][CH:34]=[CH:35][C:30]=1[CH2:29][O:1][C:2]1[CH:7]=[CH:6][C:5]([CH2:8][C:9]([NH:11][C:12]2[CH:20]=[CH:19][CH:18]=[C:17]3[C:13]=2[CH:14]=[N:15][N:16]3[CH2:21][CH2:22][N:23]2[CH2:27][CH2:26][CH2:25][CH2:24]2)=[O:10])=[CH:4][CH:3]=1. The catalyst class is: 3. Reactant: [OH:1][C:2]1[CH:7]=[CH:6][C:5]([CH2:8][C:9]([NH:11][C:12]2[CH:20]=[CH:19][CH:18]=[C:17]3[C:13]=2[CH:14]=[N:15][N:16]3[CH2:21][CH2:22][N:23]2[CH2:27][CH2:26][CH2:25][CH2:24]2)=[O:10])=[CH:4][CH:3]=1.Br[CH2:29][C:30]1[CH:35]=[CH:34][CH:33]=[C:32]([F:36])[C:31]=1[F:37].C([O-])([O-])=O.[Cs+].[Cs+].